This data is from Catalyst prediction with 721,799 reactions and 888 catalyst types from USPTO. The task is: Predict which catalyst facilitates the given reaction. (1) Reactant: ClC(OC(Cl)(Cl)Cl)=[O:3].[CH3:9][O:10][C:11](=[O:29])[C:12]1[CH:17]=[C:16]([Cl:18])[CH:15]=[N:14][C:13]=1[NH:19][CH2:20][C:21]1[CH:26]=[CH:25][C:24]([O:27][CH3:28])=[CH:23][CH:22]=1. Product: [Cl:18][C:16]1[CH:15]=[N:14][C:13]2[N:19]([CH2:20][C:21]3[CH:26]=[CH:25][C:24]([O:27][CH3:28])=[CH:23][CH:22]=3)[C:9](=[O:3])[O:10][C:11](=[O:29])[C:12]=2[CH:17]=1. The catalyst class is: 12. (2) Reactant: [CH3:1][O:2][C:3]1[CH:4]=[C:5]2[C:10](=[CH:11][C:12]=1[O:13][CH3:14])[N:9]=[CH:8][N:7]=[C:6]2[O:15][C:16]1[CH:22]=[CH:21][C:19]([NH2:20])=[CH:18][C:17]=1[CH3:23].ClC(Cl)(O[C:28](=[O:34])OC(Cl)(Cl)Cl)Cl.[CH2:36]([NH2:40])[CH2:37][CH2:38][CH3:39].CO. Product: [CH2:36]([NH:40][C:28]([NH:20][C:19]1[CH:21]=[CH:22][C:16]([O:15][C:6]2[C:5]3[C:10](=[CH:11][C:12]([O:13][CH3:14])=[C:3]([O:2][CH3:1])[CH:4]=3)[N:9]=[CH:8][N:7]=2)=[C:17]([CH3:23])[CH:18]=1)=[O:34])[CH2:37][CH2:38][CH3:39]. The catalyst class is: 542. (3) Reactant: [C:1]([NH:4][C:5]1[CH:6]=[CH:7][C:8]2[O:12][C:11]([CH:13]([NH:20][C:21]3[CH:26]=[CH:25][C:24]([C:27]([N:29]([CH3:37])[CH2:30][CH2:31][C:32]([O:34]CC)=[O:33])=[O:28])=[CH:23][CH:22]=3)[CH:14]3[CH2:19][CH2:18][CH2:17][CH2:16][CH2:15]3)=[C:10]([CH3:38])[C:9]=2[CH:39]=1)(=[O:3])[CH3:2].O1CCCC1.[OH-].[Li+]. Product: [C:1]([NH:4][C:5]1[CH:6]=[CH:7][C:8]2[O:12][C:11]([CH:13]([NH:20][C:21]3[CH:22]=[CH:23][C:24]([C:27]([N:29]([CH3:37])[CH2:30][CH2:31][C:32]([OH:34])=[O:33])=[O:28])=[CH:25][CH:26]=3)[CH:14]3[CH2:19][CH2:18][CH2:17][CH2:16][CH2:15]3)=[C:10]([CH3:38])[C:9]=2[CH:39]=1)(=[O:3])[CH3:2]. The catalyst class is: 8. (4) Reactant: C(OC([N:8]1[CH2:13][CH2:12][N:11]([C:14]2[CH:19]=[C:18]([CH3:20])[C:17]([CH3:21])=[CH:16][C:15]=2[CH3:22])[CH2:10][CH2:9]1)=O)(C)(C)C.Cl.O1CCOCC1.C(OCC)C. Product: [CH3:22][C:15]1[CH:16]=[C:17]([CH3:21])[C:18]([CH3:20])=[CH:19][C:14]=1[N:11]1[CH2:10][CH2:9][NH:8][CH2:13][CH2:12]1. The catalyst class is: 4. (5) Product: [Si:1]([O:18][CH2:19][C:20]1[C:25]([N:26]2[CH2:31][C@H:30]([CH3:32])[O:29][C@H:28]([CH3:33])[CH2:27]2)=[C:24]([Cl:34])[C:23]([F:35])=[C:22]([CH:47]([C:42]2[CH:43]=[CH:44][CH:45]=[CH:46][N:41]=2)[OH:48])[CH:21]=1)([C:14]([CH3:16])([CH3:17])[CH3:15])([C:2]1[CH:7]=[CH:6][CH:5]=[CH:4][CH:3]=1)[C:8]1[CH:13]=[CH:12][CH:11]=[CH:10][CH:9]=1. Reactant: [Si:1]([O:18][CH2:19][C:20]1[C:25]([N:26]2[CH2:31][C@H:30]([CH3:32])[O:29][C@H:28]([CH3:33])[CH2:27]2)=[C:24]([Cl:34])[C:23]([F:35])=[CH:22][CH:21]=1)([C:14]([CH3:17])([CH3:16])[CH3:15])([C:8]1[CH:13]=[CH:12][CH:11]=[CH:10][CH:9]=1)[C:2]1[CH:7]=[CH:6][CH:5]=[CH:4][CH:3]=1.C([Li])(CC)C.[N:41]1[CH:46]=[CH:45][CH:44]=[CH:43][C:42]=1[CH:47]=[O:48]. The catalyst class is: 1. (6) Reactant: [CH3:1][O:2][C:3]1[CH:8]=[CH:7][C:6]([NH2:9])=[CH:5][CH:4]=1.CCN(CC)CC.[Cl:17][CH2:18][CH2:19][C:20](Cl)=[O:21]. Product: [CH3:1][O:2][C:3]1[CH:8]=[CH:7][C:6]([NH:9][C:20](=[O:21])[CH2:19][CH2:18][Cl:17])=[CH:5][CH:4]=1. The catalyst class is: 311. (7) Reactant: C([C@@H]([C@H](C(O)=O)O)O)(O)=O.[NH2:11][C@@H:12]1[CH2:21][C:20]2[C:19]([C:22]([NH2:24])=[O:23])=[CH:18][CH:17]=[C:16]([F:25])[C:15]=2[O:14][CH2:13]1.C(O)(=O)C.[F:30][C:31]1[CH:32]=[C:33]2[C:37](=[CH:38][CH:39]=1)[NH:36][CH:35]=[C:34]2[CH2:40][CH:41]([CH3:44])[CH:42]=O.C([BH3-])#N.[Na+]. Product: [F:25][C:16]1[C:15]2[O:14][CH2:13][C@H:12]([NH:11][CH2:42][CH:41]([CH3:44])[CH2:40][C:34]3[C:33]4[C:37](=[CH:38][CH:39]=[C:31]([F:30])[CH:32]=4)[NH:36][CH:35]=3)[CH2:21][C:20]=2[C:19]([C:22]([NH2:24])=[O:23])=[CH:18][CH:17]=1. The catalyst class is: 5.